Dataset: Reaction yield outcomes from USPTO patents with 853,638 reactions. Task: Predict the reaction yield, written as a fraction of the theoretical maximum amount of product (1.0 means a 100% yield; for example, 0.34 means a 34% yield). (1) The reactants are Br[C:2]1[C:7]([NH2:8])=[CH:6][CH:5]=[C:4]([CH3:9])[N:3]=1.[C:10]([C:12]1[CH:17]=[CH:16][CH:15]=[C:14]([O:18][CH3:19])[CH:13]=1)#[CH:11]. The catalyst is C(N(CC)CC)C.Cl[Pd](Cl)([P](C1C=CC=CC=1)(C1C=CC=CC=1)C1C=CC=CC=1)[P](C1C=CC=CC=1)(C1C=CC=CC=1)C1C=CC=CC=1. The product is [CH3:19][O:18][C:14]1[CH:13]=[C:12]([C:10]#[C:11][C:2]2[C:7]([NH2:8])=[CH:6][CH:5]=[C:4]([CH3:9])[N:3]=2)[CH:17]=[CH:16][CH:15]=1. The yield is 0.460. (2) The reactants are [Cl:1][C:2]1[CH:3]=[C:4]2[C:9](=[CH:10][C:11]=1F)[O:8][CH:7]([C:13]([F:16])([F:15])[F:14])[C:6]([C:17]([O:19][CH2:20][CH3:21])=[O:18])=[CH:5]2.[CH2:22]([NH2:25])[CH2:23][CH3:24].C([O-])([O-])=O.[K+].[K+]. The catalyst is CN(C=O)C. The product is [Cl:1][C:2]1[CH:3]=[C:4]2[C:9](=[CH:10][C:11]=1[NH:25][CH2:22][CH2:23][CH3:24])[O:8][CH:7]([C:13]([F:16])([F:15])[F:14])[C:6]([C:17]([O:19][CH2:20][CH3:21])=[O:18])=[CH:5]2. The yield is 0.790.